Dataset: Forward reaction prediction with 1.9M reactions from USPTO patents (1976-2016). Task: Predict the product of the given reaction. (1) Given the reactants [Si:1]([O:8][C@@H:9]1[CH2:14][CH2:13][CH2:12][N:11]([C:15]2[CH:20]=[CH:19][C:18]([C:21]([F:24])([F:23])[F:22])=[CH:17][C:16]=2[NH2:25])[CH2:10]1)([C:4]([CH3:7])([CH3:6])[CH3:5])([CH3:3])[CH3:2].C(N(CC)CC)C.[F:33][C:34]1[CH:42]=[CH:41][C:40]([I:43])=[CH:39][C:35]=1[C:36](Cl)=[O:37].CCOC(C)=O, predict the reaction product. The product is: [Si:1]([O:8][C@@H:9]1[CH2:14][CH2:13][CH2:12][N:11]([C:15]2[CH:20]=[CH:19][C:18]([C:21]([F:23])([F:22])[F:24])=[CH:17][C:16]=2[NH:25][C:36](=[O:37])[C:35]2[CH:39]=[C:40]([I:43])[CH:41]=[CH:42][C:34]=2[F:33])[CH2:10]1)([C:4]([CH3:7])([CH3:6])[CH3:5])([CH3:3])[CH3:2]. (2) Given the reactants C(N(CC)CC)C.P(Cl)(Cl)([Cl:10])=O.O[C:14]1[C:23]2[C:18](=[CH:19][CH:20]=[CH:21][CH:22]=2)[NH:17][C:16](=[O:24])[C:15]=1[C:25]([N:27]([CH2:37][C:38]1[CH:43]=[CH:42][C:41]([O:44][CH3:45])=[CH:40][CH:39]=1)[CH2:28][C:29]1[CH:34]=[CH:33][C:32]([O:35][CH3:36])=[CH:31][CH:30]=1)=[O:26], predict the reaction product. The product is: [Cl:10][C:14]1[C:23]2[C:18](=[CH:19][CH:20]=[CH:21][CH:22]=2)[NH:17][C:16](=[O:24])[C:15]=1[C:25]([N:27]([CH2:37][C:38]1[CH:43]=[CH:42][C:41]([O:44][CH3:45])=[CH:40][CH:39]=1)[CH2:28][C:29]1[CH:34]=[CH:33][C:32]([O:35][CH3:36])=[CH:31][CH:30]=1)=[O:26]. (3) Given the reactants [CH3:1][O:2][C:3]([C:5]1[C:6]([OH:25])=[C:7]2[C:12](=[CH:13][N:14]=1)[N:11]([C@H:15]([C:17]1[CH:22]=[CH:21][CH:20]=[CH:19][CH:18]=1)[CH3:16])[C:10](=[O:23])[C:9](Br)=[CH:8]2)=[O:4].[C:26]1([Sn](CCCC)(CCCC)CCCC)[CH:31]=[CH:30][CH:29]=[CH:28][CH:27]=1.CCOC(C)=O.Cl, predict the reaction product. The product is: [CH3:1][O:2][C:3]([C:5]1[C:6]([OH:25])=[C:7]2[C:12](=[CH:13][N:14]=1)[N:11]([C@H:15]([C:17]1[CH:22]=[CH:21][CH:20]=[CH:19][CH:18]=1)[CH3:16])[C:10](=[O:23])[C:9]([C:26]1[CH:31]=[CH:30][CH:29]=[CH:28][CH:27]=1)=[CH:8]2)=[O:4]. (4) Given the reactants [CH3:1][O:2][C:3](=[O:12])[C:4]1[CH:9]=[CH:8][C:7]([NH2:10])=[C:6]([NH2:11])[CH:5]=1.[CH:13]([CH:15]=O)=O.O, predict the reaction product. The product is: [N:10]1[C:7]2[C:6](=[CH:5][C:4]([C:3]([O:2][CH3:1])=[O:12])=[CH:9][CH:8]=2)[N:11]=[CH:15][CH:13]=1. (5) The product is: [C:11]([O:10][C:8]([NH:1][C@@H:2]([CH2:3][O:28][CH2:27][C@H:26]([O:29][CH2:30][CH2:31][CH3:32])[C@H:25]([C@@H:23]([O:22][CH2:21][C:20]1[CH:19]=[CH:18][C:17]([O:16][CH3:15])=[CH:39][CH:38]=1)[CH3:24])[CH2:33][CH2:34][CH:35]([CH3:37])[CH3:36])[C:4]([O:6][CH3:7])=[O:5])=[O:9])([CH3:12])([CH3:13])[CH3:14]. Given the reactants [N@:1]1([C:8]([O:10][C:11]([CH3:14])([CH3:13])[CH3:12])=[O:9])[CH2:3][CH:2]1[C:4]([O:6][CH3:7])=[O:5].[CH3:15][O:16][C:17]1[CH:39]=[CH:38][C:20]([CH2:21][O:22][C@H:23]([C@H:25]([CH2:33][CH2:34][CH:35]([CH3:37])[CH3:36])[C@@H:26]([O:29][CH2:30][CH2:31][CH3:32])[CH2:27][OH:28])[CH3:24])=[CH:19][CH:18]=1.B(F)(F)F.O(CC)CC.C([O-])(O)=O.[Na+], predict the reaction product.